Dataset: Full USPTO retrosynthesis dataset with 1.9M reactions from patents (1976-2016). Task: Predict the reactants needed to synthesize the given product. Given the product [Cl:31][C:11]1[C:12]([CH:14]([S:23][C:24]2[CH:25]=[CH:26][C:27]([Cl:30])=[CH:28][CH:29]=2)[C:15]2[CH:20]=[C:19]([F:21])[CH:18]=[CH:17][C:16]=2[F:22])=[CH:13][C:8]([NH:32][CH2:33][C:34]2[CH:39]=[CH:38][N:37]=[CH:36][CH:35]=2)=[N:9][CH:10]=1, predict the reactants needed to synthesize it. The reactants are: O1CCOCC1.Cl[C:8]1[CH:13]=[C:12]([CH:14]([S:23][C:24]2[CH:29]=[CH:28][C:27]([Cl:30])=[CH:26][CH:25]=2)[C:15]2[CH:20]=[C:19]([F:21])[CH:18]=[CH:17][C:16]=2[F:22])[C:11]([Cl:31])=[CH:10][N:9]=1.[NH2:32][CH2:33][C:34]1[CH:39]=[CH:38][N:37]=[CH:36][CH:35]=1.